This data is from Catalyst prediction with 721,799 reactions and 888 catalyst types from USPTO. The task is: Predict which catalyst facilitates the given reaction. (1) Reactant: [Br:1][C:2]1[CH:7]=[CH:6][C:5]([F:8])=[CH:4][C:3]=1[CH2:9][OH:10]. Product: [Br:1][C:2]1[CH:7]=[CH:6][C:5]([F:8])=[CH:4][C:3]=1[CH:9]=[O:10]. The catalyst class is: 177. (2) Reactant: [C@@H:1]12[CH2:7][C@@H:4]([CH2:5][CH2:6]1)[CH2:3][C@@H:2]2[NH:8][C:9]1[S:10][CH2:11][C:12](=[O:14])[N:13]=1.[Li+].CC([N-]C(C)C)C.[Br:23][CH2:24][CH2:25]Br. Product: [C@@H:1]12[CH2:7][C@@H:4]([CH2:5][CH2:6]1)[CH2:3][C@@H:2]2[NH:8][C:9]1[S:10][CH:11]([CH2:25][CH2:24][Br:23])[C:12](=[O:14])[N:13]=1. The catalyst class is: 1. (3) Reactant: [O:1]=[S:2]1[C:8]2[CH:9]=[CH:10][CH:11]=[CH:12][C:7]=2[CH2:6][N:5]([C:13]2[NH:14][C:15](=O)[C:16]3[S:21][C:20]([CH3:22])=[CH:19][C:17]=3[N:18]=2)[CH2:4][CH2:3]1.F[P-](F)(F)(F)(F)F.N1(O[P+](N(C)C)(N(C)C)N(C)C)C2C=CC=CC=2N=N1.N1(C2CCCCCCCCCC2)CCCN=CCCCCC1.[NH2:73][CH2:74][C:75]1([NH2:79])[CH2:78][O:77][CH2:76]1. Product: [NH2:79][C:75]1([CH2:74][NH:73][C:15]2[C:16]3[S:21][C:20]([CH3:22])=[CH:19][C:17]=3[N:18]=[C:13]([N:5]3[CH2:6][C:7]4[CH:12]=[CH:11][CH:10]=[CH:9][C:8]=4[S:2](=[O:1])[CH2:3][CH2:4]3)[N:14]=2)[CH2:78][O:77][CH2:76]1. The catalyst class is: 35. (4) Reactant: [CH2:1]([O:3][C:4]1[CH:9]=[C:8](I)[CH:7]=[CH:6][C:5]=1[O:11][CH:12]([CH3:14])[CH3:13])[CH3:2].[Li]CCCC.[B:20](OC(C)C)([O:25]C(C)C)[O:21]C(C)C. Product: [CH2:1]([O:3][C:4]1[CH:9]=[C:8]([B:20]([OH:25])[OH:21])[CH:7]=[CH:6][C:5]=1[O:11][CH:12]([CH3:14])[CH3:13])[CH3:2]. The catalyst class is: 1. (5) Reactant: [C:1]([C:3]1[CH:8]=[C:7]([O:9][C:10]2[CH:19]=[C:18]3[C:13]([CH2:14][CH2:15][CH:16]([C:20]([NH:22][C:23]4[CH:24]=[C:25]([CH:35]=[C:36]([C:38]([F:41])([F:40])[F:39])[CH:37]=4)[CH2:26][NH:27][C:28](=[O:34])[O:29][C:30]([CH3:33])([CH3:32])[CH3:31])=[O:21])[CH2:17]3)=[CH:12][CH:11]=2)[CH:6]=[CH:5][N:4]=1)#N.C[O-:43].[Na+].Cl.[C:46]([O-])(O)=[O:47].[Na+]. Product: [C:30]([O:29][C:28]([NH:27][CH2:26][C:25]1[CH:24]=[C:23]([NH:22][C:20]([CH:16]2[CH2:17][C:18]3[CH:19]=[C:10]([O:9][C:7]4[CH:6]=[CH:5][N:4]=[C:3]([C:1]([O:47][CH3:46])=[O:43])[CH:8]=4)[CH:11]=[CH:12][C:13]=3[CH2:14][CH2:15]2)=[O:21])[CH:37]=[C:36]([C:38]([F:39])([F:40])[F:41])[CH:35]=1)=[O:34])([CH3:33])([CH3:31])[CH3:32]. The catalyst class is: 5. (6) Reactant: [Cl:1][C:2]1[N:7]([CH2:8][C:9]2[CH:16]=[CH:15][CH:14]=[CH:13][C:10]=2[C:11]#[N:12])[C:6](=[O:17])[NH:5][C:4](=[O:18])[CH:3]=1.[H-].[Na+].[Li+].[Br-].I[CH3:24]. The catalyst class is: 198. Product: [Cl:1][C:2]1[N:7]([CH2:8][C:9]2[CH:16]=[CH:15][CH:14]=[CH:13][C:10]=2[C:11]#[N:12])[C:6](=[O:17])[N:5]([CH3:24])[C:4](=[O:18])[CH:3]=1. (7) Reactant: [F:1][C:2]1[CH:3]=[C:4]2[C:9](=[CH:10][CH:11]=1)[N:8]=[C:7]([CH2:12][O:13][C:14]1[CH:21]=[CH:20][C:17]([C:18]#[N:19])=[C:16]([C:22]3([C:27]4[CH:32]=[CH:31][CH:30]=[CH:29][CH:28]=4)[CH2:25][CH:24]([CH3:26])[CH2:23]3)[CH:15]=1)[CH:6]=[CH:5]2.[NH2:33][OH:34]. Product: [F:1][C:2]1[CH:3]=[C:4]2[C:9](=[CH:10][CH:11]=1)[N:8]=[C:7]([CH2:12][O:13][C:14]1[CH:21]=[CH:20][C:17]([C:18](=[N:33][OH:34])[NH2:19])=[C:16]([C:22]3([C:27]4[CH:28]=[CH:29][CH:30]=[CH:31][CH:32]=4)[CH2:25][CH:24]([CH3:26])[CH2:23]3)[CH:15]=1)[CH:6]=[CH:5]2. The catalyst class is: 88. (8) Reactant: [C:1]([O:5][C:6](=[O:22])[NH:7][CH:8]1[CH2:13][CH2:12][N:11]([C:14]2[CH:19]=[C:18]([CH3:20])[CH:17]=[CH:16][C:15]=2[NH2:21])[CH2:10][CH2:9]1)([CH3:4])([CH3:3])[CH3:2].[C:23](Cl)([CH3:25])=[O:24].CCN(CC)CC. Product: [C:1]([O:5][C:6](=[O:22])[NH:7][CH:8]1[CH2:9][CH2:10][N:11]([C:14]2[CH:19]=[C:18]([CH3:20])[CH:17]=[CH:16][C:15]=2[NH:21][C:23](=[O:24])[CH3:25])[CH2:12][CH2:13]1)([CH3:4])([CH3:2])[CH3:3]. The catalyst class is: 25. (9) Reactant: [Br:1][C:2]1[C:3]([O:10][C:11]2[CH:16]=[CH:15][C:14]([F:17])=[CH:13][C:12]=2[F:18])=[N:4][CH:5]=[C:6]([CH2:8]Br)[CH:7]=1.[CH3:19][S-:20].[Na+]. Product: [Br:1][C:2]1[C:3]([O:10][C:11]2[CH:16]=[CH:15][C:14]([F:17])=[CH:13][C:12]=2[F:18])=[N:4][CH:5]=[C:6]([CH2:8][S:20][CH3:19])[CH:7]=1. The catalyst class is: 9.